From a dataset of Reaction yield outcomes from USPTO patents with 853,638 reactions. Predict the reaction yield, written as a fraction of the theoretical maximum amount of product (1.0 means a 100% yield; for example, 0.34 means a 34% yield). The reactants are [H-].[Na+].[F:3][C:4]1[CH:9]=[CH:8][C:7]([C@@H:10]([OH:12])[CH3:11])=[CH:6][CH:5]=1.[CH2:13](Br)[CH:14]=[CH2:15]. The catalyst is CN(C=O)C. The product is [CH2:15]([O:12][C@H:10]([C:7]1[CH:8]=[CH:9][C:4]([F:3])=[CH:5][CH:6]=1)[CH3:11])[CH:14]=[CH2:13]. The yield is 0.800.